From a dataset of Forward reaction prediction with 1.9M reactions from USPTO patents (1976-2016). Predict the product of the given reaction. (1) Given the reactants C([NH:8][C@H:9]1[CH2:13][CH2:12][C@@H:11]([CH2:14][N:15]2[CH:23]=[C:22]3[C:17]([CH:18]=[CH:19][CH:20]=[CH:21]3)=[N:16]2)[CH2:10]1)(OC(C)(C)C)=O.[C:24]([OH:30])([C:26]([F:29])([F:28])[F:27])=[O:25], predict the reaction product. The product is: [F:27][C:26]([F:29])([F:28])[C:24]([OH:30])=[O:25].[N:16]1[N:15]([CH2:14][C@@H:11]2[CH2:12][CH2:13][C@H:9]([NH2:8])[CH2:10]2)[CH:23]=[C:22]2[C:17]=1[CH:18]=[CH:19][CH:20]=[CH:21]2. (2) Given the reactants [CH3:1][C:2]1[C:18]([CH2:19][C:20]2[C:29]3[C:24](=[CH:25][CH:26]=[CH:27][CH:28]=3)[CH:23]=[CH:22][CH:21]=2)=[C:5]2[N:6]=[C:7]([N:12]3[CH2:17][CH2:16][O:15][CH2:14][CH2:13]3)[CH:8]=[C:9]([C:10]#[N:11])[N:4]2[N:3]=1.[N-:30]=[N+:31]=[N-:32].[Na+].[Cl-].[NH4+], predict the reaction product. The product is: [CH3:1][C:2]1[C:18]([CH2:19][C:20]2[C:29]3[C:24](=[CH:25][CH:26]=[CH:27][CH:28]=3)[CH:23]=[CH:22][CH:21]=2)=[C:5]2[N:6]=[C:7]([N:12]3[CH2:17][CH2:16][O:15][CH2:14][CH2:13]3)[CH:8]=[C:9]([C:10]3[NH:32][N:31]=[N:30][N:11]=3)[N:4]2[N:3]=1.